From a dataset of CYP2D6 inhibition data for predicting drug metabolism from PubChem BioAssay. Regression/Classification. Given a drug SMILES string, predict its absorption, distribution, metabolism, or excretion properties. Task type varies by dataset: regression for continuous measurements (e.g., permeability, clearance, half-life) or binary classification for categorical outcomes (e.g., BBB penetration, CYP inhibition). Dataset: cyp2d6_veith. (1) The drug is COc1cc(C)ccc1OCCOc1cc(C)ccc1Cl. The result is 0 (non-inhibitor). (2) The molecule is Cc1ccc(C(=O)NCC(=O)NCC(=O)OCC(=O)c2ccc([N+](=O)[O-])cc2)cc1. The result is 0 (non-inhibitor). (3) The result is 0 (non-inhibitor). The molecule is Cn1c(/C(C#N)=C(\O)c2ccc(S(=O)(=O)N3CCCCC3)cc2)nc2ccccc21. (4) The compound is CCCOc1ccc(-c2nc(C#N)c(NCCCn3ccnc3)o2)cc1. The result is 1 (inhibitor). (5) The molecule is O=c1ccc(NS(=O)(=O)c2ccccc2)cn1Cc1ccc(Cl)c(Cl)c1. The result is 1 (inhibitor).